Dataset: Full USPTO retrosynthesis dataset with 1.9M reactions from patents (1976-2016). Task: Predict the reactants needed to synthesize the given product. (1) The reactants are: Br[C:2]1[CH:7]=[CH:6][C:5]([N:8]2[CH2:13][CH2:12][CH:11]([O:14][C:15]3[CH:20]=[CH:19][N:18]=[CH:17][CH:16]=3)[CH2:10][CH2:9]2)=[CH:4][CH:3]=1.[C:21]([O:25][C:26]([N:28]1[C:37]2[C:32](=[CH:33][CH:34]=[CH:35][CH:36]=2)[NH:31][CH2:30][CH2:29]1)=[O:27])([CH3:24])([CH3:23])[CH3:22].CC(C)([O-])C.[Na+].C(OCC)(=O)C. Given the product [C:21]([O:25][C:26]([N:28]1[C:37]2[C:32](=[CH:33][CH:34]=[CH:35][CH:36]=2)[N:31]([C:2]2[CH:7]=[CH:6][C:5]([N:8]3[CH2:13][CH2:12][CH:11]([O:14][C:15]4[CH:20]=[CH:19][N:18]=[CH:17][CH:16]=4)[CH2:10][CH2:9]3)=[CH:4][CH:3]=2)[CH2:30][CH2:29]1)=[O:27])([CH3:24])([CH3:22])[CH3:23], predict the reactants needed to synthesize it. (2) The reactants are: [OH:1][CH2:2][C:3]1[C:4]([C:23]2[CH:28]=[CH:27][C:26]([CH3:29])=[CH:25][CH:24]=2)=[C:5]([CH2:14][NH:15][C:16](=[O:22])[O:17][C:18]([CH3:21])([CH3:20])[CH3:19])[C:6]([CH2:10][CH:11]([CH3:13])[CH3:12])=[N:7][C:8]=1[CH3:9].C(N(CC)CC)C.O1CCCC1.[CH3:42][S:43](Cl)(=[O:45])=[O:44]. Given the product [CH3:42][S:43]([O:1][CH2:2][C:3]1[C:8]([CH3:9])=[N:7][C:6]([CH2:10][CH:11]([CH3:13])[CH3:12])=[C:5]([CH2:14][NH:15][C:16]([O:17][C:18]([CH3:19])([CH3:20])[CH3:21])=[O:22])[C:4]=1[C:23]1[CH:24]=[CH:25][C:26]([CH3:29])=[CH:27][CH:28]=1)(=[O:45])=[O:44], predict the reactants needed to synthesize it. (3) Given the product [Cl:1][C:2]1[C:10]([C:11]#[N:12])=[CH:9][CH:8]=[C:7]2[C:3]=1[CH:4]=[C:5]([CH:13]([F:14])[F:15])[N:6]2[CH2:17][C:18]([NH2:20])=[O:19], predict the reactants needed to synthesize it. The reactants are: [Cl:1][C:2]1[C:10]([C:11]#[N:12])=[CH:9][CH:8]=[C:7]2[C:3]=1[CH:4]=[C:5]([CH:13]([F:15])[F:14])[NH:6]2.Br[CH2:17][C:18]([NH2:20])=[O:19].C([O-])([O-])=O.[Cs+].[Cs+]. (4) The reactants are: Br[C:2]1[CH:3]=[C:4]2[C:9](=[CH:10][CH:11]=1)[CH2:8][C@@H:7]([NH:12][C:13](=[O:27])[C:14]1[CH:19]=[CH:18][C:17]([O:20][CH2:21][C@@H:22]3[CH2:26][CH2:25][CH2:24][O:23]3)=[CH:16][CH:15]=1)[CH2:6][CH2:5]2.C(=O)=O.C[Li].C([Li])CCC.CON(C)[C:41](=[O:43])[CH3:42]. Given the product [C:41]([C:2]1[CH:3]=[C:4]2[C:9](=[CH:10][CH:11]=1)[CH2:8][C@@H:7]([NH:12][C:13](=[O:27])[C:14]1[CH:19]=[CH:18][C:17]([O:20][CH2:21][C@@H:22]3[CH2:26][CH2:25][CH2:24][O:23]3)=[CH:16][CH:15]=1)[CH2:6][CH2:5]2)(=[O:43])[CH3:42], predict the reactants needed to synthesize it. (5) The reactants are: [CH2:1]([C@@H:8]1[CH2:12][O:11][C:10](=[O:13])[N:9]1[C:14](=[O:42])[C@H:15]([O:32][C:33]1[CH:38]=[CH:37][C:36]([CH:39]([CH3:41])[CH3:40])=[CH:35][CH:34]=1)[C@H:16]([C:18]1[CH:23]=[CH:22][C:21]([O:24]CC2C=CC=CC=2)=[CH:20][CH:19]=1)[OH:17])[C:2]1[CH:7]=[CH:6][CH:5]=[CH:4][CH:3]=1. Given the product [CH2:1]([C@@H:8]1[CH2:12][O:11][C:10](=[O:13])[N:9]1[C:14](=[O:42])[C@H:15]([O:32][C:33]1[CH:38]=[CH:37][C:36]([CH:39]([CH3:40])[CH3:41])=[CH:35][CH:34]=1)[C@@H:16]([OH:17])[C:18]1[CH:23]=[CH:22][C:21]([OH:24])=[CH:20][CH:19]=1)[C:2]1[CH:7]=[CH:6][CH:5]=[CH:4][CH:3]=1, predict the reactants needed to synthesize it. (6) Given the product [N:32]([C@@H:5]1[C:4]2[C:9](=[CH:10][CH:11]=[C:2]([Br:1])[CH:3]=2)[O:8][C:7]([CH3:16])([C:12]([F:15])([F:14])[F:13])[CH2:6]1)=[N+:33]=[N-:34], predict the reactants needed to synthesize it. The reactants are: [Br:1][C:2]1[CH:3]=[C:4]2[C:9](=[CH:10][CH:11]=1)[O:8][C:7]([CH3:16])([C:12]([F:15])([F:14])[F:13])[CH2:6][C@H:5]2O.C1(P([N:32]=[N+:33]=[N-:34])(C2C=CC=CC=2)=O)C=CC=CC=1.N12CCCN=C1CCCCC2.